This data is from Full USPTO retrosynthesis dataset with 1.9M reactions from patents (1976-2016). The task is: Predict the reactants needed to synthesize the given product. (1) Given the product [Br:1][C:2]1[CH:3]=[C:4]([CH:7]=[CH:8][C:9]=1[O:10][CH3:11])[CH2:5][C:16]1[S:12][C:13]2[CH:20]=[CH:19][CH:18]=[CH:17][C:14]=2[CH:15]=1, predict the reactants needed to synthesize it. The reactants are: [Br:1][C:2]1[CH:3]=[C:4]([CH:7]=[CH:8][C:9]=1[O:10][CH3:11])[CH:5]=O.[S:12]1[CH:16]=[CH:15][C:14]2[CH:17]=[CH:18][CH:19]=[CH:20][C:13]1=2. (2) Given the product [NH2:1][C:2]1[C:11]2[C:6](=[CH:7][C:8]([CH2:12][NH:13][C:14](=[O:15])[C:16]3[CH:21]=[CH:20][N:19]=[C:18]([CH2:22][C:23]4[CH:24]=[C:25]5[C:30](=[CH:31][CH:32]=4)[N:29]=[C:28]([CH2:33][NH2:34])[CH:27]=[CH:26]5)[CH:17]=3)=[CH:9][CH:10]=2)[CH:5]=[CH:4][N:3]=1, predict the reactants needed to synthesize it. The reactants are: [NH2:1][C:2]1[C:11]2[C:6](=[CH:7][C:8]([CH2:12][NH:13][C:14]([C:16]3[CH:21]=[CH:20][N:19]=[C:18]([CH2:22][C:23]4[CH:24]=[C:25]5[C:30](=[CH:31][CH:32]=4)[N:29]=[C:28]([CH2:33][NH:34]C(=O)OC(C)(C)C)[CH:27]=[CH:26]5)[CH:17]=3)=[O:15])=[CH:9][CH:10]=2)[CH:5]=[CH:4][N:3]=1.Cl.CCOC(C)=O.